Dataset: Forward reaction prediction with 1.9M reactions from USPTO patents (1976-2016). Task: Predict the product of the given reaction. (1) Given the reactants [CH3:1][S:2]([NH:5][C:6]1[CH:7]=[C:8]([C:12]#[N:13])[N:9]([CH3:11])[CH:10]=1)(=[O:4])=[O:3].[H][H], predict the reaction product. The product is: [CH3:1][S:2]([NH:5][C:6]1[CH:7]=[C:8]([CH2:12][NH2:13])[N:9]([CH3:11])[CH:10]=1)(=[O:3])=[O:4]. (2) Given the reactants [CH3:1][O:2][C:3]1[CH:8]=[C:7]([O:9][CH3:10])[CH:6]=[CH:5][C:4]=1[CH2:11][NH:12][CH:13]([CH2:16][CH2:17][CH2:18][C:19]1[CH:24]=[CH:23][C:22]([N+:25]([O-:27])=[O:26])=[CH:21][CH:20]=1)[CH2:14][OH:15].C([O-])([O-])=O.[K+].[K+].Br[CH2:35][C:36]([O:38][C:39]([CH3:42])([CH3:41])[CH3:40])=[O:37], predict the reaction product. The product is: [CH3:1][O:2][C:3]1[CH:8]=[C:7]([O:9][CH3:10])[CH:6]=[CH:5][C:4]=1[CH2:11][N:12]([CH:13]([CH2:16][CH2:17][CH2:18][C:19]1[CH:24]=[CH:23][C:22]([N+:25]([O-:27])=[O:26])=[CH:21][CH:20]=1)[CH2:14][OH:15])[CH2:35][C:36]([O:38][C:39]([CH3:42])([CH3:41])[CH3:40])=[O:37]. (3) Given the reactants Br[C:2]1[CH:10]=[CH:9][C:8]2[N:7]3[CH2:11][CH2:12][N:13]([C:15]([O:17][C:18]([CH3:21])([CH3:20])[CH3:19])=[O:16])[CH2:14][C:6]3=[CH:5][C:4]=2[CH:3]=1.B1(B2OC(C)(C)C(C)(C)O2)OC(C)(C)C(C)(C)O1.C([O-])(=O)C.[K+].Cl[C:46]1[C:55]([CH2:56][CH3:57])=[CH:54][C:49]([C:50]([O:52][CH3:53])=[O:51])=[C:48]([O:58][CH3:59])[N:47]=1.C([O-])([O-])=O.[K+].[K+], predict the reaction product. The product is: [C:18]([O:17][C:15]([N:13]1[CH2:12][CH2:11][N:7]2[C:8]3[CH:9]=[CH:10][C:2]([C:46]4[C:55]([CH2:56][CH3:57])=[CH:54][C:49]([C:50]([O:52][CH3:53])=[O:51])=[C:48]([O:58][CH3:59])[N:47]=4)=[CH:3][C:4]=3[CH:5]=[C:6]2[CH2:14]1)=[O:16])([CH3:21])([CH3:20])[CH3:19]. (4) The product is: [Cl:19][C:13]1[C:14]([Cl:18])=[CH:15][CH:16]=[CH:17][C:12]=1[S:9]([NH:8][C:5]1[C:4]([O:20][CH2:21][C:22]2[CH:23]=[N:24][CH:25]=[CH:26][CH:27]=2)=[N:3][C:2]([C:28]#[N:29])=[CH:7][N:6]=1)(=[O:11])=[O:10]. Given the reactants Br[C:2]1[N:3]=[C:4]([O:20][CH2:21][C:22]2[CH:23]=[N:24][CH:25]=[CH:26][CH:27]=2)[C:5]([NH:8][S:9]([C:12]2[CH:17]=[CH:16][CH:15]=[C:14]([Cl:18])[C:13]=2[Cl:19])(=[O:11])=[O:10])=[N:6][CH:7]=1.[CH3:28][N:29](C)C=O, predict the reaction product. (5) Given the reactants Cl[CH2:2][N:3]1[CH:7]=[C:6]([C:8]([F:11])([F:10])[F:9])[CH:5]=[N:4]1.[F:12][C:13]([F:22])([F:21])[CH2:14][CH2:15][CH:16]([C:19]#[N:20])[C:17]#[N:18].C(=O)([O-])[O-].[K+].[K+].O, predict the reaction product. The product is: [F:9][C:8]([F:11])([F:10])[C:6]1[CH:5]=[N:4][N:3]([CH2:2][C:16]([CH2:15][CH2:14][C:13]([F:12])([F:21])[F:22])([C:17]#[N:18])[C:19]#[N:20])[CH:7]=1. (6) Given the reactants Cl[C:2]1[N:7]([CH2:8][CH:9]([CH3:11])[CH3:10])[C:6](=[O:12])[N:5]([CH3:13])[C:4](=[O:14])[CH:3]=1.CCOC(C)=O.O.[NH2:22][NH2:23], predict the reaction product. The product is: [NH:22]([C:2]1[N:7]([CH2:8][CH:9]([CH3:11])[CH3:10])[C:6](=[O:12])[N:5]([CH3:13])[C:4](=[O:14])[CH:3]=1)[NH2:23]. (7) The product is: [C:36]([N:2]1[CH2:3][CH2:4][CH:5]([NH:8][C:9]([C:11]2[C:15]3[N:16]=[CH:17][N:18]=[C:19]([C:20]4[CH:25]=[C:24]([F:26])[C:23]([O:27][CH:28]([F:30])[F:29])=[CH:22][C:21]=4[O:31][CH2:32][CH:33]4[CH2:34][CH2:35]4)[C:14]=3[NH:13][CH:12]=2)=[O:10])[CH2:6][CH2:7]1)(=[O:38])[CH3:37]. Given the reactants Cl.[NH:2]1[CH2:7][CH2:6][CH:5]([NH:8][C:9]([C:11]2[C:15]3[N:16]=[CH:17][N:18]=[C:19]([C:20]4[CH:25]=[C:24]([F:26])[C:23]([O:27][CH:28]([F:30])[F:29])=[CH:22][C:21]=4[O:31][CH2:32][CH:33]4[CH2:35][CH2:34]4)[C:14]=3[NH:13][CH:12]=2)=[O:10])[CH2:4][CH2:3]1.[C:36](Cl)(=[O:38])[CH3:37], predict the reaction product. (8) Given the reactants [F:1][C:2]([F:17])([F:16])[C:3]1[CH:4]=[C:5]([CH:9]=[C:10]([C:12]([F:15])([F:14])[F:13])[CH:11]=1)[C:6](Cl)=[O:7].Cl.[Br:19][C:20]1[CH:21]=[C:22]([C@H:26]2[CH2:31][CH2:30][NH:29][CH2:28][C@H:27]2[C:32]2[CH:37]=[CH:36][CH:35]=[CH:34][CH:33]=2)[CH:23]=[CH:24][CH:25]=1, predict the reaction product. The product is: [F:1][C:2]([F:17])([F:16])[C:3]1[CH:4]=[C:5]([C:6]([N:29]2[CH2:30][CH2:31][C@H:26]([C:22]3[CH:23]=[CH:24][CH:25]=[C:20]([Br:19])[CH:21]=3)[C@H:27]([C:32]3[CH:37]=[CH:36][CH:35]=[CH:34][CH:33]=3)[CH2:28]2)=[O:7])[CH:9]=[C:10]([C:12]([F:15])([F:14])[F:13])[CH:11]=1. (9) Given the reactants [CH3:1][C:2]1([CH3:10])[O:7][C:6](=[O:8])[CH2:5][C:4](=[O:9])[O:3]1.[CH:11](OCC)(OCC)OCC.[CH3:21][O:22][C:23]1[CH:24]=[C:25]([NH2:31])[CH:26]=[C:27]([O:29][CH3:30])[CH:28]=1, predict the reaction product. The product is: [CH3:30][O:29][C:27]1[CH:26]=[C:25]([NH:31][CH:11]=[C:5]2[C:6](=[O:8])[O:7][C:2]([CH3:10])([CH3:1])[O:3][C:4]2=[O:9])[CH:24]=[C:23]([O:22][CH3:21])[CH:28]=1.